This data is from Full USPTO retrosynthesis dataset with 1.9M reactions from patents (1976-2016). The task is: Predict the reactants needed to synthesize the given product. (1) Given the product [C:22]([C:18]1[CH:17]=[C:16]([CH:21]=[CH:20][CH:19]=1)[O:15][C:5]([CH3:14])([CH2:6][C:7]1[CH:8]=[CH:9][C:10]([O:46][CH2:45][CH2:44][C:29]2[N:30]=[C:31]([C:33]3[CH:34]=[CH:35][C:36]([C:39]4[S:40][CH:41]=[CH:42][CH:43]=4)=[CH:37][CH:38]=3)[O:32][C:28]=2[CH3:27])=[CH:11][CH:12]=1)[C:4]([OH:26])=[O:3])([CH3:25])([CH3:23])[CH3:24], predict the reactants needed to synthesize it. The reactants are: C([O:3][C:4](=[O:26])[C:5]([O:15][C:16]1[CH:21]=[CH:20][CH:19]=[C:18]([C:22]([CH3:25])([CH3:24])[CH3:23])[CH:17]=1)([CH3:14])[CH2:6][C:7]1[CH:12]=[CH:11][C:10](O)=[CH:9][CH:8]=1)C.[CH3:27][C:28]1[O:32][C:31]([C:33]2[CH:38]=[CH:37][C:36]([C:39]3[S:40][CH:41]=[CH:42][CH:43]=3)=[CH:35][CH:34]=2)=[N:30][C:29]=1[CH2:44][CH2:45][O:46]S(C1C(C)=CC=CC=1)(=O)=O.C([O-])([O-])=O.[K+].[K+].[OH-].[Na+]. (2) The reactants are: F[C:2]1[N:7]2[CH:8]=[C:9]([CH2:11][N:12]3[C@H:25]4[C@H:16]([CH2:17][CH2:18][C:19]5[C:24]4=[N:23][CH:22]=[CH:21][CH:20]=5)[CH2:15][CH2:14][CH2:13]3)[N:10]=[C:6]2[CH:5]=[CH:4][CH:3]=1.[CH3:26][NH:27][CH:28]1[CH2:32][CH2:31][N:30]([CH3:33])[CH2:29]1. Given the product [N:12]1([CH2:11][C:9]2[N:10]=[C:6]3[CH:5]=[CH:4][CH:3]=[C:2]([N:27]([CH3:26])[CH:28]4[CH2:32][CH2:31][N:30]([CH3:33])[CH2:29]4)[N:7]3[CH:8]=2)[C@H:25]2[C@H:16]([CH2:17][CH2:18][C:19]3[C:24]2=[N:23][CH:22]=[CH:21][CH:20]=3)[CH2:15][CH2:14][CH2:13]1, predict the reactants needed to synthesize it. (3) Given the product [CH:19]([N:18]1[C:14]([C:12]2[N:13]=[C:6]3[C:5]4[CH:22]=[CH:23][C:2]([B:27]5[O:28][C:29]([CH3:31])([CH3:30])[C:25]([CH3:41])([CH3:24])[O:26]5)=[CH:3][C:4]=4[O:10][CH2:9][CH2:8][N:7]3[CH:11]=2)=[N:15][CH:16]=[N:17]1)([CH3:21])[CH3:20], predict the reactants needed to synthesize it. The reactants are: Br[C:2]1[CH:23]=[CH:22][C:5]2[C:6]3[N:7]([CH:11]=[C:12]([C:14]4[N:18]([CH:19]([CH3:21])[CH3:20])[N:17]=[CH:16][N:15]=4)[N:13]=3)[CH2:8][CH2:9][O:10][C:4]=2[CH:3]=1.[CH3:24][C:25]1([CH3:41])[C:29]([CH3:31])([CH3:30])[O:28][B:27]([B:27]2[O:28][C:29]([CH3:31])([CH3:30])[C:25]([CH3:41])([CH3:24])[O:26]2)[O:26]1.CC([O-])=O.[K+]. (4) Given the product [Cl:27][C:28]1[CH:35]=[N:34][CH:18]=[CH:19][C:20]=1[CH:21]=[CH2:16], predict the reactants needed to synthesize it. The reactants are: [I-].C[P+]([C:16]1[CH:21]=[CH:20][CH:19]=[CH:18]C=1)([C:20]1[CH:21]=[CH:16]C=[CH:18][CH:19]=1)[C:20]1[CH:21]=[CH:16]C=[CH:18][CH:19]=1.[Li]CCCC.[Cl:27][C:28]1[CH:35]=[N:34]C=CC=1C=O. (5) Given the product [CH3:10][O:9][C:8]1[C:3]([O:2][CH2:1][O:20][CH3:17])=[C:4]([C:14]2[CH:32]=[CH:31][CH:30]=[C:29]3[C:25]=2[CH2:26][O:27][C:28]3=[O:33])[CH:5]=[CH:6][C:7]=1[O:37][CH3:36], predict the reactants needed to synthesize it. The reactants are: [CH3:1][O:2][C:3]1[C:4]([CH2:14]OC)=[C:5](B(O)O)[CH:6]=[CH:7][C:8]=1[O:9][CH3:10].[C:17](=[O:20])([O-])[O-].[Cs+].[Cs+].BrC1[CH:32]=[CH:31][CH:30]=[C:29]2[C:25]=1[CH2:26][O:27][C:28]2=[O:33].CN(C)[CH:36]=[O:37]. (6) Given the product [C:1]([O:5][C:6]([N:8]([CH3:54])[C@H:9]([C:21]([NH:23][C@H:24]([C:38]([N:40]([C@@H:42]([CH:51]([CH3:52])[CH3:53])/[CH:43]=[C:44](/[C:45]([OH:47])=[O:46])\[CH3:50])[CH3:41])=[O:39])[C:25]([S:28][CH2:29][C:30]1[CH:31]=[CH:32][C:33]([O:36][CH3:37])=[CH:34][CH:35]=1)([CH3:27])[CH3:26])=[O:22])[C:10]([CH3:20])([CH3:19])[C:11]1[CH:12]=[CH:13][C:14]([O:17][CH3:18])=[CH:15][CH:16]=1)=[O:7])([CH3:2])([CH3:3])[CH3:4], predict the reactants needed to synthesize it. The reactants are: [C:1]([O:5][C:6]([N:8]([CH3:54])[C@H:9]([C:21]([NH:23][C@H:24]([C:38]([N:40]([C@@H:42]([CH:51]([CH3:53])[CH3:52])/[CH:43]=[C:44](\[CH3:50])/[C:45]([O:47]CC)=[O:46])[CH3:41])=[O:39])[C:25]([S:28][CH2:29][C:30]1[CH:35]=[CH:34][C:33]([O:36][CH3:37])=[CH:32][CH:31]=1)([CH3:27])[CH3:26])=[O:22])[C:10]([CH3:20])([CH3:19])[C:11]1[CH:16]=[CH:15][C:14]([O:17][CH3:18])=[CH:13][CH:12]=1)=[O:7])([CH3:4])([CH3:3])[CH3:2].O.[OH-].[Li+]. (7) Given the product [CH3:47][O:48][C:49](=[O:59])[C:50]1[CH:51]=[CH:52][C:53]([C:54]([NH:40][C:41]([C:42](=[O:43])[NH:1][C:2]2[CH:3]=[CH:4][C:5]([CH2:6][N:7]([CH:15]3[CH2:20][CH2:19][CH2:18][CH2:17][CH2:16]3)[C:8]([C:10]3[O:11][CH:12]=[CH:13][CH:14]=3)=[O:9])=[CH:21][CH:22]=2)([CH3:46])[CH3:45])=[O:56])=[CH:57][CH:58]=1, predict the reactants needed to synthesize it. The reactants are: [NH2:1][C:2]1[CH:22]=[CH:21][C:5]([CH2:6][N:7]([CH:15]2[CH2:20][CH2:19][CH2:18][CH2:17][CH2:16]2)[C:8]([C:10]2[O:11][CH:12]=[CH:13][CH:14]=2)=[O:9])=[CH:4][CH:3]=1.C1C2C(COC([NH:40][C:41]([CH3:46])([CH3:45])[C:42](O)=[O:43])=O)C3C(=CC=CC=3)C=2C=CC=1.[CH3:47][O:48][C:49](=[O:59])[C:50]1[CH:58]=[CH:57][C:53]([C:54]([OH:56])=O)=[CH:52][CH:51]=1. (8) The reactants are: [N+:1]([C:4]1[CH:13]=[CH:12][CH:11]=[C:10]2[C:5]=1[CH:6]=[CH:7][CH:8]=[C:9]2[C:14]([OH:16])=O)([O-:3])=[O:2].[CH3:17][O:18][C:19]1[C:26]([O:27][CH3:28])=[CH:25][CH:24]=[CH:23][C:20]=1[CH2:21][NH2:22]. Given the product [CH3:17][O:18][C:19]1[C:26]([O:27][CH3:28])=[CH:25][CH:24]=[CH:23][C:20]=1[CH2:21][NH:22][C:14]([C:9]1[C:10]2[C:5](=[C:4]([N+:1]([O-:3])=[O:2])[CH:13]=[CH:12][CH:11]=2)[CH:6]=[CH:7][CH:8]=1)=[O:16], predict the reactants needed to synthesize it. (9) Given the product [Cl:1][C:2]1[CH:3]=[C:4]([C:8]2[CH:9]=[C:10]3[C:14](=[CH:15][CH:16]=2)[NH:13][C:12](=[S:31])[C:11]3([CH2:20][CH3:21])[CH2:18][CH3:19])[CH:5]=[CH:6][CH:7]=1, predict the reactants needed to synthesize it. The reactants are: [Cl:1][C:2]1[CH:3]=[C:4]([C:8]2[CH:9]=[C:10]3[C:14](=[CH:15][CH:16]=2)[NH:13][C:12](=O)[C:11]3([CH2:20][CH3:21])[CH2:18][CH3:19])[CH:5]=[CH:6][CH:7]=1.COC1C=CC(P2(SP(C3C=CC(OC)=CC=3)(=S)S2)=[S:31])=CC=1. (10) Given the product [F:8][C:9]([F:22])([F:21])[S:10]([O:7][CH2:6][C:2]1([CH3:1])[CH2:5][O:4][CH2:3]1)(=[O:12])=[O:11], predict the reactants needed to synthesize it. The reactants are: [CH3:1][C:2]1([CH2:6][OH:7])[CH2:5][O:4][CH2:3]1.[F:8][C:9]([F:22])([F:21])[S:10](O[S:10]([C:9]([F:22])([F:21])[F:8])(=[O:12])=[O:11])(=[O:12])=[O:11].C([O-])(O)=O.[Na+].